The task is: Predict the reactants needed to synthesize the given product.. This data is from Full USPTO retrosynthesis dataset with 1.9M reactions from patents (1976-2016). The reactants are: [C:1]([CH:3]([CH2:7][C:8]1[CH:13]=[CH:12][C:11]([OH:14])=[CH:10][CH:9]=1)[C:4]([OH:6])=[O:5])#[N:2].[CH3:15]S(OCCCCOS(C)(=O)=O)(=O)=O. Given the product [C:1]([CH:3]([CH2:7][C:8]1[CH:9]=[CH:10][C:11]([OH:14])=[CH:12][CH:13]=1)[C:4]([O:6][CH3:15])=[O:5])#[N:2], predict the reactants needed to synthesize it.